From a dataset of Catalyst prediction with 721,799 reactions and 888 catalyst types from USPTO. Predict which catalyst facilitates the given reaction. (1) Reactant: C(OC(=O)[N:7]([C:15]1[CH:20]=[N:19][C:18](I)=[C:17]([Cl:22])[N:16]=1)[CH2:8][CH:9]1[CH2:14][CH2:13][O:12][CH2:11][CH2:10]1)(C)(C)C.Cl[C:25]([F:31])([F:30])C(OC)=O.[F-:32].[K+]. Product: [Cl:22][C:17]1[N:16]=[C:15]([NH:7][CH2:8][CH:9]2[CH2:14][CH2:13][O:12][CH2:11][CH2:10]2)[CH:20]=[N:19][C:18]=1[C:25]([F:31])([F:32])[F:30]. The catalyst class is: 122. (2) Reactant: [O:1]1[CH2:6][CH2:5][CH2:4][CH:3]([N:7]2[C:11]3[CH:12]=[CH:13][CH:14]=[CH:15][C:10]=3[N:9]=[C:8]2[C@@H:16]([NH2:18])[CH3:17])[CH2:2]1.Cl[C:20]1[N:28]=[CH:27][N:26]=[C:25]2[C:21]=1[N:22]=[CH:23][N:24]2C1CCCCO1.CCN(C(C)C)C(C)C. Product: [O:1]1[CH2:6][CH2:5][CH2:4][CH:3]([N:7]2[C:11]3[CH:12]=[CH:13][CH:14]=[CH:15][C:10]=3[N:9]=[C:8]2[C@@H:16]([NH:18][C:20]2[N:28]=[CH:27][N:26]=[C:25]3[C:21]=2[N:22]=[CH:23][NH:24]3)[CH3:17])[CH2:2]1. The catalyst class is: 51.